Dataset: NCI-60 drug combinations with 297,098 pairs across 59 cell lines. Task: Regression. Given two drug SMILES strings and cell line genomic features, predict the synergy score measuring deviation from expected non-interaction effect. (1) Drug 2: COCCOC1=C(C=C2C(=C1)C(=NC=N2)NC3=CC=CC(=C3)C#C)OCCOC.Cl. Drug 1: C1CN(CCN1C(=O)CCBr)C(=O)CCBr. Synergy scores: CSS=44.5, Synergy_ZIP=0.156, Synergy_Bliss=-1.64, Synergy_Loewe=0.0473, Synergy_HSA=-1.07. Cell line: U251. (2) Synergy scores: CSS=49.6, Synergy_ZIP=0.583, Synergy_Bliss=0.0117, Synergy_Loewe=-17.7, Synergy_HSA=-1.59. Drug 1: CC1OCC2C(O1)C(C(C(O2)OC3C4COC(=O)C4C(C5=CC6=C(C=C35)OCO6)C7=CC(=C(C(=C7)OC)O)OC)O)O. Drug 2: CC(C)NC(=O)C1=CC=C(C=C1)CNNC.Cl. Cell line: HL-60(TB). (3) Cell line: OVCAR3. Synergy scores: CSS=30.6, Synergy_ZIP=-10.8, Synergy_Bliss=-2.92, Synergy_Loewe=-1.20, Synergy_HSA=-1.02. Drug 1: COC1=C(C=C2C(=C1)N=CN=C2NC3=CC(=C(C=C3)F)Cl)OCCCN4CCOCC4. Drug 2: B(C(CC(C)C)NC(=O)C(CC1=CC=CC=C1)NC(=O)C2=NC=CN=C2)(O)O. (4) Drug 1: CN(CC1=CN=C2C(=N1)C(=NC(=N2)N)N)C3=CC=C(C=C3)C(=O)NC(CCC(=O)O)C(=O)O. Drug 2: C1C(C(OC1N2C=NC3=C(N=C(N=C32)Cl)N)CO)O. Cell line: MCF7. Synergy scores: CSS=19.1, Synergy_ZIP=-6.38, Synergy_Bliss=-4.43, Synergy_Loewe=-6.36, Synergy_HSA=-2.90. (5) Drug 1: COC1=CC(=CC(=C1O)OC)C2C3C(COC3=O)C(C4=CC5=C(C=C24)OCO5)OC6C(C(C7C(O6)COC(O7)C8=CC=CS8)O)O. Drug 2: CCCS(=O)(=O)NC1=C(C(=C(C=C1)F)C(=O)C2=CNC3=C2C=C(C=N3)C4=CC=C(C=C4)Cl)F. Cell line: K-562. Synergy scores: CSS=42.2, Synergy_ZIP=1.80, Synergy_Bliss=1.85, Synergy_Loewe=-31.4, Synergy_HSA=0.270. (6) Drug 1: C1=CC=C(C(=C1)C(C2=CC=C(C=C2)Cl)C(Cl)Cl)Cl. Drug 2: C1=CN(C=N1)CC(O)(P(=O)(O)O)P(=O)(O)O. Cell line: U251. Synergy scores: CSS=-0.252, Synergy_ZIP=0.411, Synergy_Bliss=-0.195, Synergy_Loewe=-1.93, Synergy_HSA=-1.74.